This data is from Forward reaction prediction with 1.9M reactions from USPTO patents (1976-2016). The task is: Predict the product of the given reaction. (1) Given the reactants C[O:2][C:3]1[N:8]=[C:7](S(C)(=O)=O)[N:6]=[C:5]([C:13]2[CH:29]=[CH:28][C:16]3[NH:17][C:18]([NH:20][C:21]([C:23]4[S:24][CH:25]=[CH:26][CH:27]=4)=[O:22])=[N:19][C:15]=3[CH:14]=2)[CH:4]=1.[N:30]1([C:36]2[CH:42]=[CH:41][CH:40]=[CH:39][C:37]=2[NH2:38])[CH2:35][CH2:34][O:33][CH2:32][CH2:31]1, predict the reaction product. The product is: [N:30]1([C:36]2[CH:42]=[CH:41][CH:40]=[CH:39][C:37]=2[NH:38][C:7]2[NH:8][C:3](=[O:2])[CH:4]=[C:5]([C:13]3[CH:29]=[CH:28][C:16]4[NH:17][C:18]([NH:20][C:21]([C:23]5[S:24][CH:25]=[CH:26][CH:27]=5)=[O:22])=[N:19][C:15]=4[CH:14]=3)[N:6]=2)[CH2:31][CH2:32][O:33][CH2:34][CH2:35]1. (2) Given the reactants [S:1]1[CH:5]=[CH:4][C:3]2[CH2:6][CH2:7][CH2:8][CH2:9][C:2]1=2.[Br:10]N1C(=O)CCC1=O, predict the reaction product. The product is: [Br:10][C:5]1[S:1][C:2]2[CH2:9][CH2:8][CH2:7][CH2:6][C:3]=2[CH:4]=1.